This data is from Peptide-MHC class I binding affinity with 185,985 pairs from IEDB/IMGT. The task is: Regression. Given a peptide amino acid sequence and an MHC pseudo amino acid sequence, predict their binding affinity value. This is MHC class I binding data. (1) The peptide sequence is STAWLCALGK. The MHC is HLA-A03:01 with pseudo-sequence HLA-A03:01. The binding affinity (normalized) is 0.716. (2) The peptide sequence is LVKESMASLK. The MHC is HLA-A33:01 with pseudo-sequence HLA-A33:01. The binding affinity (normalized) is 0.448. (3) The peptide sequence is NSPGLAKVL. The MHC is Mamu-A01 with pseudo-sequence Mamu-A01. The binding affinity (normalized) is 0.574. (4) The peptide sequence is IAEFLVNGEI. The MHC is HLA-A02:01 with pseudo-sequence HLA-A02:01. The binding affinity (normalized) is 0.0658.